This data is from Forward reaction prediction with 1.9M reactions from USPTO patents (1976-2016). The task is: Predict the product of the given reaction. (1) Given the reactants [I:1][C:2]1[C:3](O)=[C:4]2[S:10][CH:9]=[CH:8][C:5]2=[N:6][CH:7]=1.P(Cl)(Cl)([Cl:14])=O, predict the reaction product. The product is: [Cl:14][C:3]1[C:2]([I:1])=[CH:7][N:6]=[C:5]2[CH:8]=[CH:9][S:10][C:4]=12. (2) The product is: [F:17][C:12]1[CH:13]=[CH:14][CH:15]=[C:16]2[C:11]=1[CH:10]=[C:9]([B:18]([OH:20])[OH:19])[NH:8]2. Given the reactants C(OC([N:8]1[C:16]2[C:11](=[C:12]([F:17])[CH:13]=[CH:14][CH:15]=2)[CH:10]=[C:9]1[B:18]([OH:20])[OH:19])=O)(C)(C)C, predict the reaction product. (3) Given the reactants N[C:2]1[CH:11]=[CH:10][CH:9]=[C:8]2[C:3]=1[CH:4]=[CH:5][N:6]=[CH:7]2.[Cl:12][C:13]1[CH:14]=[C:15]2[C:20](=[CH:21][C:22]=1[CH3:23])[O:19][CH2:18][CH2:17][CH:16]2[NH2:24].FC(F)(F)C1C=C2C([CH:31]([NH2:37])CCO2)=CC=1.[OH2:40], predict the reaction product. The product is: [Cl:12][C:13]1[CH:14]=[C:15]2[C:20](=[CH:21][C:22]=1[CH3:23])[O:19][CH2:18][CH2:17][CH:16]2[NH:24][C:31]([NH:37][C:9]1[CH:10]=[CH:11][CH:2]=[C:7]2[C:8]=1[CH:3]=[CH:4][CH:5]=[N:6]2)=[O:40]. (4) Given the reactants [CH3:1][C:2]1([CH3:16])[C:6]([CH3:8])([CH3:7])[O:5][B:4]([C:9]2[CH:15]=[CH:14][C:12]([NH2:13])=[CH:11][CH:10]=2)[O:3]1.[CH3:17][C:18]1[O:19][C:20]([C:26]([F:29])([F:28])[F:27])=[C:21]([C:23](O)=[O:24])[N:22]=1.CCN(C(C)C)C(C)C.CN(C(ON1N=NC2C=CC=NC1=2)=[N+](C)C)C.F[P-](F)(F)(F)(F)F, predict the reaction product. The product is: [CH3:17][C:18]1[O:19][C:20]([C:26]([F:29])([F:27])[F:28])=[C:21]([C:23]([NH:13][C:12]2[CH:14]=[CH:15][C:9]([B:4]3[O:3][C:2]([CH3:16])([CH3:1])[C:6]([CH3:7])([CH3:8])[O:5]3)=[CH:10][CH:11]=2)=[O:24])[N:22]=1.